From a dataset of Forward reaction prediction with 1.9M reactions from USPTO patents (1976-2016). Predict the product of the given reaction. (1) Given the reactants Br[C:2]1[CH:7]=[CH:6][CH:5]=[C:4]([CH:8]=[CH:9][C:10]2[N:11]([CH3:21])[CH:12]=[C:13]([C:15]3[CH:20]=[CH:19][CH:18]=[CH:17][CH:16]=3)[N:14]=2)[N:3]=1.[NH:22]1[CH:26]=[CH:25][N:24]=[CH:23]1.C([O-])([O-])=O.[K+].[K+], predict the reaction product. The product is: [N:22]1([C:2]2[CH:7]=[CH:6][CH:5]=[C:4]([CH:8]=[CH:9][C:10]3[N:11]([CH3:21])[CH:12]=[C:13]([C:15]4[CH:20]=[CH:19][CH:18]=[CH:17][CH:16]=4)[N:14]=3)[N:3]=2)[CH:26]=[CH:25][N:24]=[CH:23]1. (2) Given the reactants Br[C:2]1[CH:3]=[CH:4][C:5]2[N:11]3[C:12]([CH3:15])=[N:13][N:14]=[C:10]3[C@H:9]([CH3:16])[CH2:8][N:7]([C:17]3[CH:22]=[CH:21][C:20]([Cl:23])=[CH:19][CH:18]=3)[C:6]=2[CH:24]=1.[NH:25]1[CH:29]=[N:28][CH:27]=[N:26]1.C(=O)([O-])[O-].[Cs+].[Cs+], predict the reaction product. The product is: [Cl:23][C:20]1[CH:21]=[CH:22][C:17]([N:7]2[CH2:8][C@@H:9]([CH3:16])[C:10]3=[N:14][N:13]=[C:12]([CH3:15])[N:11]3[C:5]3[CH:4]=[CH:3][C:2]([N:25]4[CH:29]=[N:28][CH:27]=[N:26]4)=[CH:24][C:6]2=3)=[CH:18][CH:19]=1. (3) Given the reactants Br[C:2]1[CH:3]=[C:4]([CH2:8][CH2:9][N:10]2[CH:14]=[CH:13][N:12]=[CH:11]2)[CH:5]=[CH:6][CH:7]=1.[CH2:15]([C:19]1[S:23][C:22]([S:24]([NH:27][C:28]([CH3:31])([CH3:30])[CH3:29])(=[O:26])=[O:25])=[C:21](B(O)O)[CH:20]=1)[CH:16]([CH3:18])[CH3:17].C([O-])([O-])=[O:36].[Na+].[Na+].[C:41]1(C)C=C[CH:44]=[CH:43][CH:42]=1, predict the reaction product. The product is: [N:10]1([CH2:9][C:8]([C:4]2[CH:3]=[C:2]([C:21]3[CH:20]=[C:19]([CH2:15][CH:16]([CH3:18])[CH3:17])[S:23][C:22]=3[S:24]([NH:27][C:28]([CH3:31])([CH3:30])[CH3:29])(=[O:26])=[O:25])[CH:7]=[CH:6][CH:5]=2)=[O:36])[C:14]2[CH:41]=[CH:42][CH:43]=[CH:44][C:13]=2[N:12]=[CH:11]1. (4) Given the reactants [Cl:1][C:2]1[C:3]2[C:10]3[CH2:11][CH2:12][CH:13]([C:15]([OH:17])=O)[CH2:14][C:9]=3[S:8][C:4]=2[N:5]=[CH:6][N:7]=1.S(Cl)([Cl:20])=O, predict the reaction product. The product is: [Cl:1][C:2]1[C:3]2[C:10]3[CH2:11][CH2:12][CH:13]([C:15]([Cl:20])=[O:17])[CH2:14][C:9]=3[S:8][C:4]=2[N:5]=[CH:6][N:7]=1. (5) Given the reactants [Br:1][CH2:2][C:3]1([OH:20])[CH:8]([CH3:9])[CH2:7][C:6]([C:10]2[CH:15]=[CH:14][N:13]=[CH:12][C:11]=2[N+:16]([O-:18])=[O:17])=[CH:5][CH:4]1O.CS(Cl)(=O)=O, predict the reaction product. The product is: [Br:1][CH2:2][C:3]12[O:20][CH:4]1[CH:5]=[C:6]([C:10]1[CH:15]=[CH:14][N:13]=[CH:12][C:11]=1[N+:16]([O-:18])=[O:17])[CH2:7][CH:8]2[CH3:9].